Dataset: Forward reaction prediction with 1.9M reactions from USPTO patents (1976-2016). Task: Predict the product of the given reaction. Given the reactants Cl[C:2]1[C:6]([C:7]#[N:8])=[C:5]([C:9]2[CH:14]=[CH:13][C:12]([NH:15][C:16]([NH:18][C:19]3[CH:24]=[C:23]([CH3:25])[CH:22]=[CH:21][C:20]=3[F:26])=[O:17])=[CH:11][CH:10]=2)[S:4][N:3]=1.[CH3:27][O:28][C:29]1[CH:36]=[C:35]([O:37][CH3:38])[CH:34]=[CH:33][C:30]=1[CH2:31][NH2:32], predict the reaction product. The product is: [C:7]([C:6]1[C:2]([NH:32][CH2:31][C:30]2[CH:33]=[CH:34][C:35]([O:37][CH3:38])=[CH:36][C:29]=2[O:28][CH3:27])=[N:3][S:4][C:5]=1[C:9]1[CH:14]=[CH:13][C:12]([NH:15][C:16]([NH:18][C:19]2[CH:24]=[C:23]([CH3:25])[CH:22]=[CH:21][C:20]=2[F:26])=[O:17])=[CH:11][CH:10]=1)#[N:8].